Dataset: Forward reaction prediction with 1.9M reactions from USPTO patents (1976-2016). Task: Predict the product of the given reaction. Given the reactants [F:1][C:2]1[N:12]=[CH:11][C:5]2[NH:6][C:7](=O)[N:8]=[CH:9][C:4]=2[CH:3]=1.S(Cl)(Cl)=O.[Cl:17][C:18]1[CH:19]=[C:20]([CH:22]=[CH:23][C:24]=1[Cl:25])[NH2:21], predict the reaction product. The product is: [Cl:17][C:18]1[CH:19]=[C:20]([NH:21][C:9]2[C:4]3[CH:3]=[C:2]([F:1])[N:12]=[CH:11][C:5]=3[N:6]=[CH:7][N:8]=2)[CH:22]=[CH:23][C:24]=1[Cl:25].